From a dataset of NCI-60 drug combinations with 297,098 pairs across 59 cell lines. Regression. Given two drug SMILES strings and cell line genomic features, predict the synergy score measuring deviation from expected non-interaction effect. (1) Drug 1: CC1C(C(CC(O1)OC2CC(CC3=C2C(=C4C(=C3O)C(=O)C5=C(C4=O)C(=CC=C5)OC)O)(C(=O)CO)O)N)O.Cl. Drug 2: C1=NC2=C(N1)C(=S)N=C(N2)N. Cell line: T-47D. Synergy scores: CSS=8.57, Synergy_ZIP=-3.44, Synergy_Bliss=2.62, Synergy_Loewe=-1.19, Synergy_HSA=2.22. (2) Drug 1: CC12CCC3C(C1CCC2=O)CC(=C)C4=CC(=O)C=CC34C. Drug 2: C1C(C(OC1N2C=NC3=C(N=C(N=C32)Cl)N)CO)O. Cell line: UACC-257. Synergy scores: CSS=24.9, Synergy_ZIP=-5.83, Synergy_Bliss=-1.16, Synergy_Loewe=-2.81, Synergy_HSA=-3.24. (3) Drug 1: CN1CCC(CC1)COC2=C(C=C3C(=C2)N=CN=C3NC4=C(C=C(C=C4)Br)F)OC. Drug 2: CNC(=O)C1=CC=CC=C1SC2=CC3=C(C=C2)C(=NN3)C=CC4=CC=CC=N4. Cell line: NCI-H460. Synergy scores: CSS=2.35, Synergy_ZIP=-2.12, Synergy_Bliss=-0.810, Synergy_Loewe=-1.09, Synergy_HSA=-0.818.